Dataset: Forward reaction prediction with 1.9M reactions from USPTO patents (1976-2016). Task: Predict the product of the given reaction. (1) Given the reactants [Cl:1][C:2]1[C:6]([NH:7][C:8](=[O:10])[CH3:9])=[CH:5][NH:4][N:3]=1.Br[C:12]1[CH:13]=[N:14][CH:15]=[CH:16][CH:17]=1.IC1C=NC=CC=1.P([O-])([O-])([O-])=O.[K+].[K+].[K+].CNCCNC, predict the reaction product. The product is: [Cl:1][C:2]1[C:6]([NH:7][C:8](=[O:10])[CH3:9])=[CH:5][N:4]([C:12]2[CH:13]=[N:14][CH:15]=[CH:16][CH:17]=2)[N:3]=1. (2) The product is: [C:1]1([CH:7]2[O:11][N:10]=[C:9]([C:12]3[N:13]=[C:14]([CH:17]4[CH2:22][CH2:21][N:20]([C:23]([Cl:35])=[N:25][C:26]5[CH:31]=[C:30]([CH3:32])[CH:29]=[CH:28][C:27]=5[CH3:33])[CH2:19][CH2:18]4)[S:15][CH:16]=3)[CH2:8]2)[CH:6]=[CH:5][CH:4]=[CH:3][CH:2]=1. Given the reactants [C:1]1([CH:7]2[O:11][N:10]=[C:9]([C:12]3[N:13]=[C:14]([CH:17]4[CH2:22][CH2:21][N:20]([C:23]([NH:25][C:26]5[CH:31]=[C:30]([CH3:32])[CH:29]=[CH:28][C:27]=5[CH3:33])=O)[CH2:19][CH2:18]4)[S:15][CH:16]=3)[CH2:8]2)[CH:6]=[CH:5][CH:4]=[CH:3][CH:2]=1.P(Cl)(Cl)(Cl)(Cl)[Cl:35], predict the reaction product. (3) Given the reactants [CH3:1][NH2:2].Cl[C:4]1[CH:9]=[CH:8][C:7]([N+:10]([O-:12])=[O:11])=[CH:6][N:5]=1, predict the reaction product. The product is: [CH3:1][NH:2][C:4]1[CH:9]=[CH:8][C:7]([N+:10]([O-:12])=[O:11])=[CH:6][N:5]=1. (4) Given the reactants C[O:2][C:3](=O)[CH2:4][C:5]1[C:10]([CH2:11][CH3:12])=[C:9]([O:13][CH2:14][O:15][CH3:16])[CH:8]=[C:7]([O:17][CH2:18][O:19][CH3:20])[C:6]=1[C:21](=[O:30])[NH:22][CH2:23][C:24]1[CH:29]=[CH:28][CH:27]=[CH:26][CH:25]=1.[H-].[Al+3].[Li+].[H-].[H-].[H-].O1CCCC1.S([O-])([O-])(=O)=O.[Na+].[Na+], predict the reaction product. The product is: [CH2:23]([NH:22][C:21](=[O:30])[C:6]1[C:7]([O:17][CH2:18][O:19][CH3:20])=[CH:8][C:9]([O:13][CH2:14][O:15][CH3:16])=[C:10]([CH2:11][CH3:12])[C:5]=1[CH2:4][CH2:3][OH:2])[C:24]1[CH:29]=[CH:28][CH:27]=[CH:26][CH:25]=1. (5) The product is: [Cl:6][C:7]1[CH:12]=[C:11]([F:13])[CH:10]=[CH:9][C:8]=1[NH:14][C:15]([C:17]1[CH:21]=[C:20]([Cl:31])[N:19]([S:22]([C:25]2[CH:26]=[CH:27][CH:28]=[CH:29][CH:30]=2)(=[O:23])=[O:24])[N:18]=1)=[O:16]. Given the reactants [Li]CCCC.[Cl:6][C:7]1[CH:12]=[C:11]([F:13])[CH:10]=[CH:9][C:8]=1[NH:14][C:15]([C:17]1[CH:21]=[CH:20][N:19]([S:22]([C:25]2[CH:30]=[CH:29][CH:28]=[CH:27][CH:26]=2)(=[O:24])=[O:23])[N:18]=1)=[O:16].[Cl:31]N1C(=O)CCC1=O.Cl.[Na+].[Cl-], predict the reaction product. (6) Given the reactants [Cl:1][C:2]1[C:11]2[C:6](=[CH:7][C:8]([S:12]([NH:15][C:16]3([C:21]([OH:23])=[O:22])[CH2:20][CH2:19][CH2:18][CH2:17]3)(=[O:14])=[O:13])=[CH:9][CH:10]=2)[C:5]([NH:24][C:25]([NH2:27])=[NH:26])=[N:4][CH:3]=1.[C:28]([C:32]([OH:34])=[O:33])([F:31])([F:30])[F:29], predict the reaction product. The product is: [F:29][C:28]([F:31])([F:30])[C:32]([OH:34])=[O:33].[Cl:1][C:2]1[C:11]2[C:6](=[CH:7][C:8]([S:12]([NH:15][C:16]3([C:21]([OH:23])=[O:22])[CH2:20][CH2:19][CH2:18][CH2:17]3)(=[O:13])=[O:14])=[CH:9][CH:10]=2)[C:5]([NH:24][C:25]([NH2:27])=[NH:26])=[N:4][CH:3]=1. (7) Given the reactants [CH3:1][C:2]1[C:10]([C@H:11]2[O:16][CH2:15][C@@H:14]3[CH2:17][NH:18][CH2:19][CH2:20][N:13]3[CH2:12]2)=[CH:9][CH:8]=[C:7]2[C:3]=1[CH2:4][O:5][C:6]2=[O:21].[CH3:22][C:23]1[C:31]([C@@H:32]2[CH2:34][O:33]2)=[CH:30][CH:29]=[C:28]2[C:24]=1[CH2:25][O:26][C:27]2=[O:35], predict the reaction product. The product is: [OH:33][C@H:32]([C:31]1[C:23]([CH3:22])=[C:24]2[C:28](=[CH:29][CH:30]=1)[C:27](=[O:35])[O:26][CH2:25]2)[CH2:34][N:18]1[CH2:19][CH2:20][N:13]2[C@H:14]([CH2:15][O:16][C@H:11]([C:10]3[C:2]([CH3:1])=[C:3]4[C:7](=[CH:8][CH:9]=3)[C:6](=[O:21])[O:5][CH2:4]4)[CH2:12]2)[CH2:17]1. (8) Given the reactants O=C1[CH2:7][O:6][C:5]2[CH:8]=[CH:9][C:10]([C:12]([OH:14])=[O:13])=[CH:11]C=2N1.I[CH3:16].[CH3:17][N:18]([CH:20]=[O:21])[CH3:19], predict the reaction product. The product is: [CH3:17][N:18]1[C:20](=[O:21])[CH2:7][O:6][C:5]2[CH:8]=[CH:9][C:10]([C:12]([O:14][CH3:16])=[O:13])=[CH:11][C:19]1=2. (9) Given the reactants [CH2:1]([O:3][C:4]([N:6]1[CH2:11][CH:10]=[C:9]([C:12]2[C:20]3[C:15](=[N:16][CH:17]=[CH:18][CH:19]=3)[NH:14][CH:13]=2)[CH2:8][CH2:7]1)=[O:5])[CH3:2].[H-].[Na+].[CH2:23]([O:25][CH2:26][CH2:27]Br)[CH3:24].O, predict the reaction product. The product is: [CH2:1]([O:3][C:4]([N:6]1[CH2:7][CH:8]=[C:9]([C:12]2[C:20]3[C:15](=[N:16][CH:17]=[CH:18][CH:19]=3)[N:14]([CH2:24][CH2:23][O:25][CH2:26][CH3:27])[CH:13]=2)[CH2:10][CH2:11]1)=[O:5])[CH3:2]. (10) The product is: [Br:1][CH2:14][C:13]([C:12]1[CH:11]=[N:10][N:7]2[CH:8]=[CH:9][C:4]([Br:3])=[CH:5][C:6]=12)=[O:15]. Given the reactants [Br:1]Br.[Br:3][C:4]1[CH:9]=[CH:8][N:7]2[N:10]=[CH:11][C:12]([C:13](=[O:15])[CH3:14])=[C:6]2[CH:5]=1, predict the reaction product.